From a dataset of Catalyst prediction with 721,799 reactions and 888 catalyst types from USPTO. Predict which catalyst facilitates the given reaction. (1) Reactant: [OH:1][C:2]1[CH:3]=[CH:4][CH:5]=[C:6]2[C:11]=1[CH2:10][C:9](=[O:12])[CH2:8][CH2:7]2.[BH4-].[Na+]. Product: [C:2]1([OH:1])[C:11]2[CH2:10][CH:9]([OH:12])[CH2:8][CH2:7][C:6]=2[CH:5]=[CH:4][CH:3]=1. The catalyst class is: 24. (2) Reactant: [Cl:1][C:2]1[CH:3]=[C:4]2[C:8](=[CH:9][CH:10]=1)[NH:7][CH2:6][CH2:5]2.[C:11](Cl)(=[O:13])[CH3:12]. Product: [Cl:1][C:2]1[CH:3]=[C:4]2[C:8](=[CH:9][CH:10]=1)[N:7]([C:11](=[O:13])[CH3:12])[CH2:6][CH2:5]2. The catalyst class is: 15. (3) Reactant: [NH2:1][C:2]1[CH:3]=[C:4]([CH:16]=[CH:17][C:18]=1[NH2:19])[C:5]([NH:7][C:8]1[CH:13]=[CH:12][C:11]([CH3:14])=[C:10]([CH3:15])[CH:9]=1)=[O:6].[CH3:20][C:21]1[CH:28]=[C:27]([O:29][CH2:30][C:31](=[O:37])[N:32]2[CH2:36][CH2:35][CH2:34][CH2:33]2)[CH:26]=[C:25]([CH3:38])[C:22]=1[CH:23]=O. Product: [CH3:15][C:10]1[CH:9]=[C:8]([NH:7][C:5]([C:4]2[CH:16]=[CH:17][C:18]3[N:19]=[C:23]([C:22]4[C:25]([CH3:38])=[CH:26][C:27]([O:29][CH2:30][C:31](=[O:37])[N:32]5[CH2:36][CH2:35][CH2:34][CH2:33]5)=[CH:28][C:21]=4[CH3:20])[NH:1][C:2]=3[CH:3]=2)=[O:6])[CH:13]=[CH:12][C:11]=1[CH3:14]. The catalyst class is: 5. (4) Reactant: [OH:1][CH2:2][CH2:3][O:4][C:5]1[CH:6]=[C:7]2[C:12](=[CH:13][CH:14]=1)[N:11]=[C:10]([CH2:15][CH:16]([CH3:18])[CH3:17])[C:9]([C:19]#[N:20])=[C:8]2[C:21]1[CH:26]=[CH:25][C:24]([CH3:27])=[CH:23][CH:22]=1.[H-].[Na+].Br[CH2:31][C:32]([O:34][C:35]([CH3:38])([CH3:37])[CH3:36])=[O:33].O. Product: [C:19]([C:9]1[C:10]([CH2:15][CH:16]([CH3:18])[CH3:17])=[N:11][C:12]2[C:7]([C:8]=1[C:21]1[CH:26]=[CH:25][C:24]([CH3:27])=[CH:23][CH:22]=1)=[CH:6][C:5]([O:4][CH2:3][CH2:2][O:1][CH2:31][C:32]([O:34][C:35]([CH3:38])([CH3:37])[CH3:36])=[O:33])=[CH:14][CH:13]=2)#[N:20]. The catalyst class is: 9. (5) Reactant: [F:1][C:2]1[CH:7]=[CH:6][C:5]([N:8]2[C:12]([CH2:13][CH:14]([CH3:16])[CH3:15])=[CH:11][C:10]([CH2:17][NH2:18])=[N:9]2)=[CH:4][CH:3]=1.C(N(CC)CC)C.[N:26]1[C:35]2[C:30](=[CH:31][CH:32]=[CH:33][C:34]=2[S:36](Cl)(=[O:38])=[O:37])[CH:29]=[CH:28][CH:27]=1. Product: [F:1][C:2]1[CH:3]=[CH:4][C:5]([N:8]2[C:12]([CH2:13][CH:14]([CH3:15])[CH3:16])=[CH:11][C:10]([CH2:17][NH:18][S:36]([C:34]3[CH:33]=[CH:32][CH:31]=[C:30]4[C:35]=3[N:26]=[CH:27][CH:28]=[CH:29]4)(=[O:37])=[O:38])=[N:9]2)=[CH:6][CH:7]=1. The catalyst class is: 4. (6) Reactant: [C:1]([O:5][C:6](=[O:15])[NH:7][C:8]1([CH2:13][OH:14])[CH2:12][CH2:11][CH2:10][CH2:9]1)([CH3:4])([CH3:3])[CH3:2].[N+:16]([C:19]1[CH:26]=[CH:25][CH:24]=[C:23]([N+]([O-])=O)[C:20]=1[C:21]#[N:22])([O-:18])=[O:17].[H-].[Na+]. The catalyst class is: 1. Product: [C:1]([O:5][C:6](=[O:15])[NH:7][C:8]1([CH2:13][O:14][C:23]2[CH:24]=[CH:25][CH:26]=[C:19]([N+:16]([O-:18])=[O:17])[C:20]=2[C:21]#[N:22])[CH2:12][CH2:11][CH2:10][CH2:9]1)([CH3:4])([CH3:2])[CH3:3]. (7) The catalyst class is: 5. Product: [CH3:1][CH:2]([CH3:16])[CH2:3][N:4]1[C:5]2[C:14]3[N:13]=[CH:12][CH:11]=[CH:10][C:9]=3[N:8]=[CH:7][C:6]=2[N:15]=[C:22]1[NH:21][C:19](=[O:20])[O:18][CH3:17]. Reactant: [CH3:1][CH:2]([CH3:16])[CH2:3][NH:4][C:5]1[C:14]2[C:9](=[CH:10][CH:11]=[CH:12][N:13]=2)[N:8]=[CH:7][C:6]=1[NH2:15].[CH3:17][O:18][C:19]([NH:21][C:22](=NC(OC)=O)OC)=[O:20].C(O)(=O)C.C1(C)C=CC(S(O)(=O)=O)=CC=1.